Dataset: Peptide-MHC class II binding affinity with 134,281 pairs from IEDB. Task: Regression. Given a peptide amino acid sequence and an MHC pseudo amino acid sequence, predict their binding affinity value. This is MHC class II binding data. (1) The binding affinity (normalized) is 0.175. The peptide sequence is CSIVGWPAIRERMRRT. The MHC is DRB1_0701 with pseudo-sequence DRB1_0701. (2) The peptide sequence is FRHLAREKNPRLCTK. The MHC is HLA-DQA10102-DQB10501 with pseudo-sequence HLA-DQA10102-DQB10501. The binding affinity (normalized) is 0.512. (3) The peptide sequence is MMIHTLEALDYKECE. The MHC is DRB3_0202 with pseudo-sequence DRB3_0202. The binding affinity (normalized) is 0.368.